Predict the reactants needed to synthesize the given product. From a dataset of Full USPTO retrosynthesis dataset with 1.9M reactions from patents (1976-2016). Given the product [Br:22][C:23]1[CH:28]=[CH:27][C:26]([S:29]([N:18]2[CH2:19][CH2:20][CH2:21][N:15]([C:8]([O:10][C:11]([CH3:14])([CH3:13])[CH3:12])=[O:9])[CH2:16][CH2:17]2)(=[O:31])=[O:30])=[CH:25][C:24]=1[F:33], predict the reactants needed to synthesize it. The reactants are: C(N(CC)CC)C.[C:8]([N:15]1[CH2:21][CH2:20][CH2:19][NH:18][CH2:17][CH2:16]1)([O:10][C:11]([CH3:14])([CH3:13])[CH3:12])=[O:9].[Br:22][C:23]1[CH:28]=[CH:27][C:26]([S:29](Cl)(=[O:31])=[O:30])=[CH:25][C:24]=1[F:33].